From a dataset of Catalyst prediction with 721,799 reactions and 888 catalyst types from USPTO. Predict which catalyst facilitates the given reaction. Reactant: [CH2:1]([O:3][C:4]([N:6]1[CH2:12][CH:11](Br)[C:10]2=[N:14][C:15]([C:19]3[CH:24]=[CH:23][N:22]=[CH:21][N:20]=3)=[CH:16][C:17](=[O:18])[N:9]2[CH2:8][CH2:7]1)=[O:5])[CH3:2].[CH3:25][O:26][C:27]1[CH:34]=[CH:33][C:30]([CH2:31][NH2:32])=[CH:29][CH:28]=1.CS(C)=O. Product: [CH2:1]([O:3][C:4]([N:6]1[CH2:12][CH:11]([NH:32][CH2:31][C:30]2[CH:33]=[CH:34][C:27]([O:26][CH3:25])=[CH:28][CH:29]=2)[C:10]2=[N:14][C:15]([C:19]3[CH:24]=[CH:23][N:22]=[CH:21][N:20]=3)=[CH:16][C:17](=[O:18])[N:9]2[CH2:8][CH2:7]1)=[O:5])[CH3:2]. The catalyst class is: 11.